Predict which catalyst facilitates the given reaction. From a dataset of Catalyst prediction with 721,799 reactions and 888 catalyst types from USPTO. Reactant: [CH:1]1([C@H:4]([NH:8][C:9]([C:11]2[C:12]3[CH2:13][C@H:14]4[CH2:27][C@H:15]4[C:16]=3[N:17]([C:19]3[CH:24]=[CH:23][C:22]([F:25])=[CH:21][C:20]=3[F:26])[N:18]=2)=[O:10])[C:5](O)=[O:6])[CH2:3][CH2:2]1.B.C([O-])(O)=O.[Na+]. Product: [CH:1]1([C@H:4]([NH:8][C:9]([C:11]2[C:12]3[CH2:13][C@H:14]4[CH2:27][C@H:15]4[C:16]=3[N:17]([C:19]3[CH:24]=[CH:23][C:22]([F:25])=[CH:21][C:20]=3[F:26])[N:18]=2)=[O:10])[CH2:5][OH:6])[CH2:3][CH2:2]1. The catalyst class is: 1.